From a dataset of Reaction yield outcomes from USPTO patents with 853,638 reactions. Predict the reaction yield, written as a fraction of the theoretical maximum amount of product (1.0 means a 100% yield; for example, 0.34 means a 34% yield). (1) The catalyst is CN1CCCC1=O. The yield is 0.570. The product is [CH:1]12[CH2:10][CH:5]3[CH2:6][CH:7]([CH2:9][CH:3]([CH2:4]3)[CH:2]1[NH:11][C:12]([C:14]1[CH:15]=[N:16][N:17]([CH3:20])[C:18]=1[N:25]1[CH2:26][CH2:27][N:22]([CH3:21])[CH2:23][CH2:24]1)=[O:13])[CH2:8]2. The reactants are [CH:1]12[CH2:10][CH:5]3[CH2:6][CH:7]([CH2:9][CH:3]([CH2:4]3)[CH:2]1[NH:11][C:12]([C:14]1[CH:15]=[N:16][N:17]([CH3:20])[C:18]=1Cl)=[O:13])[CH2:8]2.[CH3:21][N:22]1[CH2:27][CH2:26][NH:25][CH2:24][CH2:23]1. (2) The reactants are C(C1C=CC(C(NC2C(C)=C(C3N=C(NC4C=CC(C(N(C(C)C)C)C(O)=O)=CC=4)C(=O)N(C)C=3)C=CC=2)=O)=CC=1)(C)(C)C.[CH2:45]([N:47]1[CH2:52][CH2:51][N:50]([CH:53]([C:59]2[CH:64]=[CH:63][C:62]([NH:65][C:66]3[C:71](=[O:72])[N:70]([CH3:73])[CH:69]=[C:68]([C:74]4[CH:79]=[CH:78][CH:77]=[C:76]([NH:80][C:81]([C:83]5[S:87][C:86]6[CH2:88][CH2:89][CH2:90][CH2:91][CH2:92][C:85]=6[CH:84]=5)=[O:82])[C:75]=4[CH3:93])[N:67]=3)=[CH:61][CH:60]=2)[C:54]([O:56]CC)=[O:55])[CH2:49][CH2:48]1)[CH3:46]. No catalyst specified. The product is [CH2:45]([N:47]1[CH2:52][CH2:51][N:50]([CH:53]([C:59]2[CH:60]=[CH:61][C:62]([NH:65][C:66]3[C:71](=[O:72])[N:70]([CH3:73])[CH:69]=[C:68]([C:74]4[CH:79]=[CH:78][CH:77]=[C:76]([NH:80][C:81]([C:83]5[S:87][C:86]6[CH2:88][CH2:89][CH2:90][CH2:91][CH2:92][C:85]=6[CH:84]=5)=[O:82])[C:75]=4[CH3:93])[N:67]=3)=[CH:63][CH:64]=2)[C:54]([OH:56])=[O:55])[CH2:49][CH2:48]1)[CH3:46]. The yield is 0.970. (3) The reactants are [BH4-].[Na+].[F:3][C:4]1[CH:5]=[C:6]([CH3:12])[C:7]([CH:10]=[O:11])=[N:8][CH:9]=1. The catalyst is CCO. The product is [F:3][C:4]1[CH:5]=[C:6]([CH3:12])[C:7]([CH2:10][OH:11])=[N:8][CH:9]=1. The yield is 0.510. (4) The reactants are [C:1]1([O:11][CH2:12][C:13]([O:15]CC)=O)[C:10]2[C:5](=[CH:6][CH:7]=[CH:8][CH:9]=2)[CH:4]=[CH:3][CH:2]=1.[NH2:18][CH2:19][CH:20]([OH:32])[CH2:21][N:22]1[CH2:31][CH2:30][C:29]2[C:24](=[CH:25][CH:26]=[CH:27][CH:28]=2)[CH2:23]1. The catalyst is CCO. The product is [CH2:23]1[C:24]2[C:29](=[CH:28][CH:27]=[CH:26][CH:25]=2)[CH2:30][CH2:31][N:22]1[CH2:21][CH:20]([OH:32])[CH2:19][NH:18][C:13](=[O:15])[CH2:12][O:11][C:1]1[C:10]2[C:5](=[CH:6][CH:7]=[CH:8][CH:9]=2)[CH:4]=[CH:3][CH:2]=1. The yield is 0.250. (5) The reactants are [CH2:1]([O:8][CH2:9][C:10]([OH:12])=O)[C:2]1[CH:7]=[CH:6][CH:5]=[CH:4][CH:3]=1.C(Cl)(=O)C(Cl)=O.C(N(CC)CC)C.[F:26][C:27]1[CH:28]=[C:29]([CH:31]=[CH:32][CH:33]=1)[NH2:30]. The catalyst is C(Cl)Cl.CN(C=O)C. The product is [CH2:1]([O:8][CH2:9][C:10]([NH:30][C:29]1[CH:31]=[CH:32][CH:33]=[C:27]([F:26])[CH:28]=1)=[O:12])[C:2]1[CH:3]=[CH:4][CH:5]=[CH:6][CH:7]=1. The yield is 0.950. (6) The reactants are [CH3:1][C:2]1[C:6]([C:7]2[CH:16]=[C:15]3[C:10]([C:11](O)=[C:12]([C:17]([O:19]CC)=[O:18])[CH:13]=[N:14]3)=[CH:9][CH:8]=2)=[C:5]([CH3:23])[O:4][N:3]=1.S(Cl)([Cl:26])=O.[OH-].[Na+].C(O)C. The catalyst is C(OCC)C. The product is [Cl:26][C:11]1[C:10]2[C:15](=[CH:16][C:7]([C:6]3[C:2]([CH3:1])=[N:3][O:4][C:5]=3[CH3:23])=[CH:8][CH:9]=2)[N:14]=[CH:13][C:12]=1[C:17]([OH:19])=[O:18]. The yield is 0.719. (7) The reactants are Cl.[C:2]([C:6]1[CH:26]=[CH:25][C:9]([CH2:10][NH:11][CH2:12][CH2:13][C:14]2[CH:19]=[C:18]([C:20]([F:23])([F:22])[F:21])[CH:17]=[C:16]([F:24])[CH:15]=2)=[CH:8][CH:7]=1)([CH3:5])([CH3:4])[CH3:3].[Cl:27][C:28]1[C:29]([F:41])=[C:30]([CH:34]=[C:35]([C:37]([F:40])([F:39])[F:38])[CH:36]=1)[C:31](O)=[O:32].CN(C(ON1N=NC2C=CC=CC1=2)=[N+](C)C)C.F[P-](F)(F)(F)(F)F.Cl.C([O-])(O)=O.[Na+]. The catalyst is C1COCC1.CO.O.CCN(CC)CC. The product is [C:2]([C:6]1[CH:7]=[CH:8][C:9]([CH2:10][N:11]([CH2:12][CH2:13][C:14]2[CH:19]=[C:18]([C:20]([F:23])([F:21])[F:22])[CH:17]=[C:16]([F:24])[CH:15]=2)[C:31](=[O:32])[C:30]2[CH:34]=[C:35]([C:37]([F:38])([F:39])[F:40])[CH:36]=[C:28]([Cl:27])[C:29]=2[F:41])=[CH:25][CH:26]=1)([CH3:5])([CH3:3])[CH3:4]. The yield is 0.681. (8) The reactants are [C:1]([O:5][C:6]([N:8]1[CH2:13][CH2:12][N:11]([C:14]2C=CC(Br)=CC=2)[CH2:10][CH2:9]1)=[O:7])([CH3:4])([CH3:3])[CH3:2].[Br:21][C:22]1[CH:23]=[N:24]C(N2CCNCC2)=[N:26][CH:27]=1. No catalyst specified. The yield is 0.930. The product is [C:1]([O:5][C:6]([N:8]1[CH2:9][CH2:10][N:11]([C:14]2[N:24]=[CH:23][C:22]([Br:21])=[CH:27][N:26]=2)[CH2:12][CH2:13]1)=[O:7])([CH3:2])([CH3:3])[CH3:4]. (9) The reactants are [CH3:1][O:2][C:3]1[CH:4]=[C:5]2[C:10](=[CH:11][CH:12]=1)[CH:9]=[C:8]([C@H:13]([CH3:17])[C:14]([OH:16])=[O:15])[CH:7]=[CH:6]2.C([O-])(O)=O.[Na+].Br[CH2:24][C:25]([O:27][C:28]([CH3:31])([CH3:30])[CH3:29])=[O:26]. The catalyst is CN(C=O)C. The product is [CH3:1][O:2][C:3]1[CH:4]=[C:5]2[C:10](=[CH:11][CH:12]=1)[CH:9]=[C:8]([C@H:13]([CH3:17])[C:14]([O:16][CH2:24][C:25]([O:27][C:28]([CH3:31])([CH3:30])[CH3:29])=[O:26])=[O:15])[CH:7]=[CH:6]2. The yield is 1.00.